Dataset: Forward reaction prediction with 1.9M reactions from USPTO patents (1976-2016). Task: Predict the product of the given reaction. (1) Given the reactants [CH2:1]1[C:10]2[C:5](=[CH:6][CH:7]=[CH:8][CH:9]=2)[CH2:4][CH2:3][N:2]1[CH2:11][CH:12]([OH:35])[CH2:13][NH:14][C:15]([C:17]1[CH:18]=[C:19]([CH:23]2[CH2:27][CH2:26][CH2:25][N:24]2C(OC(C)(C)C)=O)[CH:20]=[CH:21][CH:22]=1)=[O:16].Cl, predict the reaction product. The product is: [CH2:1]1[C:10]2[C:5](=[CH:6][CH:7]=[CH:8][CH:9]=2)[CH2:4][CH2:3][N:2]1[CH2:11][CH:12]([OH:35])[CH2:13][NH:14][C:15](=[O:16])[C:17]1[CH:22]=[CH:21][CH:20]=[C:19]([CH:23]2[CH2:27][CH2:26][CH2:25][NH:24]2)[CH:18]=1. (2) Given the reactants BrCC(C1C=CC(C[C@H](NC(=O)OC(C)(C)C)C[N:14]2[C:22](=O)[C:21]3[C:16](=[CH:17][CH:18]=[CH:19][CH:20]=3)C2=O)=CC=1)=O.NC1[C:39]([CH:40]([OH:42])[CH3:41])=CC=CN=1.[C:43](=[O:46])(O)[O-:44].[Na+].[CH:48](O)(C)C, predict the reaction product. The product is: [C:22]([C:21]1[CH:20]=[C:19]([CH:18]=[CH:17][C:16]=1[O:42][CH:40]([CH3:41])[CH3:39])[C:43]([O:44][CH3:48])=[O:46])#[N:14]. (3) Given the reactants [S-2:1].[Na+:2].[Na+].Cl[C:5]1[N:10]=[C:9]2[CH2:11][CH2:12][CH2:13][C:8]2=[C:7]([C:14]2[CH:19]=[CH:18][CH:17]=[CH:16][CH:15]=2)[C:6]=1[C:20]#[N:21], predict the reaction product. The product is: [C:20]([C:6]1[C:7]([C:14]2[CH:19]=[CH:18][CH:17]=[CH:16][CH:15]=2)=[C:8]2[CH2:13][CH2:12][CH2:11][C:9]2=[N:10][C:5]=1[S-:1])#[N:21].[Na+:2]. (4) Given the reactants S(Cl)(Cl)=O.[Br:5][C:6]1[CH:7]=[C:8]([C:11]([OH:13])=[O:12])[S:9][CH:10]=1.[CH2:14](O)[CH3:15], predict the reaction product. The product is: [Br:5][C:6]1[CH:7]=[C:8]([C:11]([O:13][CH2:14][CH3:15])=[O:12])[S:9][CH:10]=1. (5) Given the reactants [O:1]1[C:10]2[C:5](=[CH:6][CH:7]=[CH:8][CH:9]=2)[CH:4](O)[CH2:3][CH2:2]1.C(OC(=O)C)(=O)C.[H][H], predict the reaction product. The product is: [O:1]1[C:10]2[C:5](=[CH:6][CH:7]=[CH:8][CH:9]=2)[CH2:4][CH2:3][CH2:2]1.